From a dataset of Full USPTO retrosynthesis dataset with 1.9M reactions from patents (1976-2016). Predict the reactants needed to synthesize the given product. (1) Given the product [CH3:4][C:3]1[CH:2]=[CH:7][C:3]2[C:4](=[O:9])[CH2:5][CH:6]([CH3:8])[CH2:7][C:2]=2[N:1]=1, predict the reactants needed to synthesize it. The reactants are: [NH2:1][C:2]1[CH2:7][CH:6]([CH3:8])[CH2:5][C:4](=[O:9])[CH:3]=1. (2) Given the product [F:23][CH:2]([F:1])[C:3]1[CH:8]=[CH:7][C:6]([C:9]2[N:10]=[C:11]3[C:16]([C:17]([OH:19])=[O:18])=[CH:15][CH:14]=[CH:13][N:12]3[CH:22]=2)=[CH:5][CH:4]=1, predict the reactants needed to synthesize it. The reactants are: [F:1][CH:2]([F:23])[C:3]1[CH:8]=[CH:7][C:6]([C:9]2[N:10]=[C:11]3[C:16]([C:17]([O:19]CC)=[O:18])=[CH:15][CH:14]=[CH:13][N:12]3[CH:22]=2)=[CH:5][CH:4]=1.Cl. (3) Given the product [C:11]([OH:67])([C:31]([F:34])([F:33])[F:32])=[O:70].[Cl:1][C:2]1[C:36]([CH3:37])=[CH:35][C:5]([O:6][CH2:7][CH2:8][CH2:9][C:10]2[C:18]3[C:13](=[C:14]([C:19]4[C:20]([CH3:26])=[N:21][N:22]([CH3:25])[C:23]=4[CH3:24])[CH:15]=[CH:16][CH:17]=3)[N:12]([CH2:27][C:28]([N:62]3[CH2:61][CH2:60][N:59]([CH2:65][C:66]([OH:68])=[O:67])[CH2:64][CH2:63]3)=[O:29])[C:11]=2[C:31]([F:34])([F:33])[F:32])=[CH:4][C:3]=1[CH3:38], predict the reactants needed to synthesize it. The reactants are: [Cl:1][C:2]1[C:36]([CH3:37])=[CH:35][C:5]([O:6][CH2:7][CH2:8][CH2:9][C:10]2[C:18]3[C:13](=[C:14]([C:19]4[C:20]([CH3:26])=[N:21][N:22]([CH3:25])[C:23]=4[CH3:24])[CH:15]=[CH:16][CH:17]=3)[N:12]([CH2:27][C:28](O)=[O:29])[C:11]=2[C:31]([F:34])([F:33])[F:32])=[CH:4][C:3]=1[CH3:38].CCN=C=NCCCN(C)C.CCN(C(C)C)C(C)C.[N:59]1([CH2:65][C:66]([O:68]C)=[O:67])[CH2:64][CH2:63][NH:62][CH2:61][CH2:60]1.[OH2:70]. (4) Given the product [C:34]([N:1]1[CH2:2][CH:3]([N:5]([CH3:33])[CH2:6][CH2:7][N:8]2[C:13]3[N:14]=[C:15]([NH:18][CH3:19])[N:16]=[CH:17][C:12]=3[CH:11]=[C:10]([C:20]3[C:25]([Cl:26])=[C:24]([O:27][CH3:28])[CH:23]=[C:22]([O:29][CH3:30])[C:21]=3[Cl:31])[C:9]2=[O:32])[CH2:4]1)(=[O:37])[CH:35]=[CH2:36], predict the reactants needed to synthesize it. The reactants are: [NH:1]1[CH2:4][CH:3]([N:5]([CH3:33])[CH2:6][CH2:7][N:8]2[C:13]3[N:14]=[C:15]([NH:18][CH3:19])[N:16]=[CH:17][C:12]=3[CH:11]=[C:10]([C:20]3[C:25]([Cl:26])=[C:24]([O:27][CH3:28])[CH:23]=[C:22]([O:29][CH3:30])[C:21]=3[Cl:31])[C:9]2=[O:32])[CH2:2]1.[C:34](Cl)(=[O:37])[CH:35]=[CH2:36].CO. (5) Given the product [C:2]1([C:1]([C:9]2[CH:10]=[N:11][C:12]3[C:17]([C:18]=2[C:19]2[CH:26]=[CH:25][CH:24]=[C:21]([CH2:22][NH:38][CH2:37][CH:34]4[CH2:35][CH2:36][NH:31][CH2:32][CH2:33]4)[CH:20]=2)=[CH:16][CH:15]=[CH:14][C:13]=3[C:27]([F:30])([F:28])[F:29])=[O:8])[CH:3]=[CH:4][CH:5]=[CH:6][CH:7]=1, predict the reactants needed to synthesize it. The reactants are: [C:1]([C:9]1[CH:10]=[N:11][C:12]2[C:17]([C:18]=1[C:19]1[CH:20]=[C:21]([CH:24]=[CH:25][CH:26]=1)[CH:22]=O)=[CH:16][CH:15]=[CH:14][C:13]=2[C:27]([F:30])([F:29])[F:28])(=[O:8])[C:2]1[CH:7]=[CH:6][CH:5]=[CH:4][CH:3]=1.[NH:31]1[CH2:36][CH2:35][CH:34]([CH2:37][NH2:38])[CH2:33][CH2:32]1. (6) The reactants are: [CH3:1][O:2][C:3]1[CH:8]=[C:7]([O:9][CH3:10])[CH:6]=[CH:5][C:4]=1[N:11]=[C:12]=[O:13].[NH2:14][C:15]1[CH:16]=[C:17]2[C:21](=[CH:22][CH:23]=1)[N:20]([CH2:24][C:25]1[CH:30]=[CH:29][C:28]([Cl:31])=[C:27]([Cl:32])[CH:26]=1)[CH:19]=[C:18]2[CH:33]=[C:34]1[S:38][C:37](=[O:39])[NH:36][C:35]1=[O:40]. Given the product [CH3:1][O:2][C:3]1[CH:8]=[C:7]([O:9][CH3:10])[CH:6]=[CH:5][C:4]=1[NH:11][C:12](=[O:13])[NH:14][C:15]1[CH:16]=[C:17]2[C:21](=[CH:22][CH:23]=1)[N:20]([CH2:24][C:25]1[CH:30]=[CH:29][C:28]([Cl:31])=[C:27]([Cl:32])[CH:26]=1)[CH:19]=[C:18]2[CH:33]=[C:34]1[S:38][C:37](=[O:39])[NH:36][C:35]1=[O:40], predict the reactants needed to synthesize it. (7) Given the product [CH3:18][O:17][CH2:16][C:5]([CH:6]([O:7][CH:8]1[CH2:15][CH2:14][CH2:13][CH2:12][CH2:11]1)[CH3:19])([C:1]([CH3:2])([CH3:3])[CH3:4])[CH2:10][OH:9], predict the reactants needed to synthesize it. The reactants are: [C:1]([C:5]1([CH2:16][O:17][CH3:18])[CH2:10][O:9][C:8]2([CH2:15][CH2:14][CH2:13][CH2:12][CH2:11]2)[O:7][CH2:6]1)([CH3:4])([CH3:3])[CH3:2].[CH2:19](OCC)C.C[Mg]I. (8) The reactants are: Br[C:2]1C=CC(C(OC)=O)=C(C)C=1.[F:13][C:14]1[C:22]([I:23])=[CH:21][C:17]([C:18]([OH:20])=[O:19])=[C:16]([CH3:24])[CH:15]=1. Given the product [F:13][C:14]1[C:22]([I:23])=[CH:21][C:17]([C:18]([O:20][CH3:2])=[O:19])=[C:16]([CH3:24])[CH:15]=1, predict the reactants needed to synthesize it. (9) Given the product [CH2:1]([O:8][C:9]1[CH:10]=[C:11]([CH:30]=[CH:31][CH:32]=1)[CH2:12][C@H:13]([CH:27]([CH3:29])[CH3:28])[CH2:14][C@H:15]([NH:19][C:20](=[O:26])[O:21][C:22]([CH3:25])([CH3:24])[CH3:23])[C@@H:16]([OH:17])[CH2:18][NH2:33])[C:2]1[CH:7]=[CH:6][CH:5]=[CH:4][CH:3]=1, predict the reactants needed to synthesize it. The reactants are: [CH2:1]([O:8][C:9]1[CH:10]=[C:11]([CH:30]=[CH:31][CH:32]=1)[CH2:12][C@H:13]([CH:27]([CH3:29])[CH3:28])[CH2:14][C@H:15]([NH:19][C:20](=[O:26])[O:21][C:22]([CH3:25])([CH3:24])[CH3:23])[C@@H:16]1[CH2:18][O:17]1)[C:2]1[CH:7]=[CH:6][CH:5]=[CH:4][CH:3]=1.[NH4+:33].[OH-].